This data is from Full USPTO retrosynthesis dataset with 1.9M reactions from patents (1976-2016). The task is: Predict the reactants needed to synthesize the given product. (1) Given the product [Br:20][C:15]1[CH:14]=[N:13][C:12]2[N:8]([CH2:7][C:6]3[CH:5]=[CH:4][C:3]([O:2][CH3:1])=[CH:19][CH:18]=3)[N:9]=[CH:10][C:11]=2[C:16]=1[OH:17], predict the reactants needed to synthesize it. The reactants are: [CH3:1][O:2][C:3]1[CH:19]=[CH:18][C:6]([CH2:7][N:8]2[C:12]3[N:13]=[CH:14][CH:15]=[C:16]([OH:17])[C:11]=3[CH:10]=[N:9]2)=[CH:5][CH:4]=1.[Br:20]Br. (2) The reactants are: [C:1]([C:3]1[C:8]([O:9][CH:10]([F:12])[F:11])=[CH:7][CH:6]=[CH:5][C:4]=1[S:13](Cl)(=[O:15])=[O:14])#[N:2].[CH3:17][NH:18][CH3:19].C(=O)([O-])[O-].[Na+].[Na+].Cl. Given the product [CH3:17][N:18]([CH3:19])[S:13]([C:4]1[CH:5]=[CH:6][CH:7]=[C:8]([O:9][CH:10]([F:12])[F:11])[C:3]=1[C:1]#[N:2])(=[O:15])=[O:14], predict the reactants needed to synthesize it.